Dataset: Reaction yield outcomes from USPTO patents with 853,638 reactions. Task: Predict the reaction yield, written as a fraction of the theoretical maximum amount of product (1.0 means a 100% yield; for example, 0.34 means a 34% yield). (1) The reactants are [NH:1]1[C:9]2[C:4](=[N:5][CH:6]=[CH:7][C:8]=2[C:10]([OH:12])=[O:11])[CH:3]=[CH:2]1.C1C(=O)N([Cl:20])C(=O)C1. The catalyst is C(#N)C. The product is [Cl:20][C:3]1[C:4]2=[N:5][CH:6]=[CH:7][C:8]([C:10]([OH:12])=[O:11])=[C:9]2[NH:1][CH:2]=1. The yield is 0.400. (2) The reactants are [CH3:1][O:2][C:3](=[O:21])[C:4]1[CH:9]=[C:8](Br)[C:7]([F:11])=[C:6]([F:12])[C:5]=1[NH:13][C:14]1[CH:19]=[CH:18][CH:17]=[CH:16][C:15]=1[Cl:20].[Si:22]([C:26]#[CH:27])([CH3:25])([CH3:24])[CH3:23].N(C(C)C)C(C)C. The catalyst is C1COCC1.Cl[Pd](Cl)([P](C1C=CC=CC=1)(C1C=CC=CC=1)C1C=CC=CC=1)[P](C1C=CC=CC=1)(C1C=CC=CC=1)C1C=CC=CC=1.[Cu]I. The product is [CH3:1][O:2][C:3](=[O:21])[C:4]1[CH:9]=[C:8]([C:27]#[C:26][Si:22]([CH3:25])([CH3:24])[CH3:23])[C:7]([F:11])=[C:6]([F:12])[C:5]=1[NH:13][C:14]1[CH:19]=[CH:18][CH:17]=[CH:16][C:15]=1[Cl:20]. The yield is 0.770.